Dataset: Catalyst prediction with 721,799 reactions and 888 catalyst types from USPTO. Task: Predict which catalyst facilitates the given reaction. Reactant: [OH:1][C:2]1([C:15]#[C:16][CH2:17][OH:18])[CH2:7][CH2:6][N:5]([C:8]([O:10][C:11]([CH3:14])([CH3:13])[CH3:12])=[O:9])[CH2:4][CH2:3]1.C(O)(=O)C.O. Product: [OH:1][C:2]1([CH2:15][CH2:16][CH2:17][OH:18])[CH2:7][CH2:6][N:5]([C:8]([O:10][C:11]([CH3:12])([CH3:13])[CH3:14])=[O:9])[CH2:4][CH2:3]1. The catalyst class is: 63.